This data is from CYP2C9 inhibition data for predicting drug metabolism from PubChem BioAssay. The task is: Regression/Classification. Given a drug SMILES string, predict its absorption, distribution, metabolism, or excretion properties. Task type varies by dataset: regression for continuous measurements (e.g., permeability, clearance, half-life) or binary classification for categorical outcomes (e.g., BBB penetration, CYP inhibition). Dataset: cyp2c9_veith. The compound is COc1cccc([C@@H]2Oc3ccc(OC)cc3/C(=N/O[C@@H](C)CN3CCCCc4nc(C)c(C)cc43)[C@@H]2O)c1. The result is 1 (inhibitor).